This data is from Forward reaction prediction with 1.9M reactions from USPTO patents (1976-2016). The task is: Predict the product of the given reaction. (1) Given the reactants C([O:8][C:9]1[CH:10]=[C:11]([CH:39]=[CH:40][CH:41]=1)[CH2:12][N:13]1[C:21]2[C:16](=[C:17]([NH:22][C:23]([C:25]3[N:29]4[CH:30]=[CH:31][C:32]([O:34][CH2:35][CH2:36][O:37][CH3:38])=[CH:33][C:28]4=[N:27][CH:26]=3)=[O:24])[CH:18]=[CH:19][CH:20]=2)[CH:15]=[N:14]1)C1C=CC=CC=1, predict the reaction product. The product is: [OH:8][C:9]1[CH:10]=[C:11]([CH:39]=[CH:40][CH:41]=1)[CH2:12][N:13]1[C:21]2[C:16](=[C:17]([NH:22][C:23]([C:25]3[N:29]4[CH:30]=[CH:31][C:32]([O:34][CH2:35][CH2:36][O:37][CH3:38])=[CH:33][C:28]4=[N:27][CH:26]=3)=[O:24])[CH:18]=[CH:19][CH:20]=2)[CH:15]=[N:14]1. (2) Given the reactants [CH3:1][C:2]([C:6]1[N:10]([CH2:11][CH:12]2[CH2:17][CH2:16][O:15][CH2:14][CH2:13]2)[C:9]2[CH:18]=[CH:19][C:20]([S:22](Cl)(=[O:24])=[O:23])=[CH:21][C:8]=2[N:7]=1)([CH3:5])[CH2:3][CH3:4].[NH:26]1[CH:30]=[C:29]([CH:31]=[O:32])[CH:28]=[N:27]1, predict the reaction product. The product is: [CH3:1][C:2]([C:6]1[N:10]([CH2:11][CH:12]2[CH2:17][CH2:16][O:15][CH2:14][CH2:13]2)[C:9]2[CH:18]=[CH:19][C:20]([S:22]([N:26]3[CH:30]=[C:29]([CH:31]=[O:32])[CH:28]=[N:27]3)(=[O:24])=[O:23])=[CH:21][C:8]=2[N:7]=1)([CH3:5])[CH2:3][CH3:4]. (3) Given the reactants Cl[C:2]1[C:11]2[C:6](=[CH:7][C:8]([O:14][CH3:15])=[C:9]([O:12][CH3:13])[CH:10]=2)[N:5]=[CH:4][CH:3]=1.[F:16][C:17]1[CH:18]=[C:19]([C:24]2[C:25](=[O:38])[N:26]([CH2:30][C:31]3[CH:36]=[CH:35][C:34]([F:37])=[CH:33][CH:32]=3)[CH:27]=[N:28][CH:29]=2)[CH:20]=[CH:21][C:22]=1[OH:23], predict the reaction product. The product is: [CH3:13][O:12][C:9]1[CH:10]=[C:11]2[C:6](=[CH:7][C:8]=1[O:14][CH3:15])[N:5]=[CH:4][CH:3]=[C:2]2[O:23][C:22]1[CH:21]=[CH:20][C:19]([C:24]2[C:25](=[O:38])[N:26]([CH2:30][C:31]3[CH:36]=[CH:35][C:34]([F:37])=[CH:33][CH:32]=3)[CH:27]=[N:28][CH:29]=2)=[CH:18][C:17]=1[F:16].